Task: Predict the product of the given reaction.. Dataset: Forward reaction prediction with 1.9M reactions from USPTO patents (1976-2016) (1) The product is: [CH2:11]([C:10]([C:3]1[CH:4]=[C:5]([O:8][CH3:9])[CH:6]=[CH:7][C:2]=1[NH:1][CH2:19][CH2:18][C:17]([NH:22][C:23](=[O:29])[O:24][C:25]([CH3:28])([CH3:27])[CH3:26])([CH3:21])[CH3:16])([OH:15])[CH2:13][CH3:14])[CH3:12]. Given the reactants [NH2:1][C:2]1[CH:7]=[CH:6][C:5]([O:8][CH3:9])=[CH:4][C:3]=1[C:10]([OH:15])([CH2:13][CH3:14])[CH2:11][CH3:12].[CH3:16][C:17]([NH:22][C:23](=[O:29])[O:24][C:25]([CH3:28])([CH3:27])[CH3:26])([CH3:21])[CH2:18][CH:19]=O, predict the reaction product. (2) Given the reactants [CH3:1][O:2][C:3](=[O:25])[CH2:4][CH2:5][C:6]1[CH:11]=[CH:10][C:9]([O:12][C:13]2[CH:18]=[C:17]([CH:19]([NH:21]O)[CH3:20])[CH:16]=[C:15]([F:23])[CH:14]=2)=[CH:8][C:7]=1[CH3:24], predict the reaction product. The product is: [CH3:1][O:2][C:3](=[O:25])[CH2:4][CH2:5][C:6]1[CH:11]=[CH:10][C:9]([O:12][C:13]2[CH:14]=[C:15]([F:23])[CH:16]=[C:17]([CH:19]([NH2:21])[CH3:20])[CH:18]=2)=[CH:8][C:7]=1[CH3:24].